From a dataset of Reaction yield outcomes from USPTO patents with 853,638 reactions. Predict the reaction yield, written as a fraction of the theoretical maximum amount of product (1.0 means a 100% yield; for example, 0.34 means a 34% yield). The reactants are [NH2:1][C:2]1[N:25]=[CH:24][CH:23]=[CH:22][C:3]=1[C:4]([NH:6][CH2:7][C:8]1[CH:13]=[CH:12][C:11]([O:14][CH2:15][C:16]2[CH:21]=[CH:20][CH:19]=[CH:18][CH:17]=2)=[CH:10][CH:9]=1)=S.C1(C)C=CC=CC=1.C(Br)C1C=CC=CC=1.[N:41]#[C:42][NH2:43]. The catalyst is C(#N)C.O.FC(F)(F)C(O)=O.CN1CCCC1=O. The product is [CH2:15]([O:14][C:11]1[CH:12]=[CH:13][C:8]([CH2:7][NH:6][C:4]2[C:3]3[CH:22]=[CH:23][CH:24]=[N:25][C:2]=3[N:1]=[C:42]([NH2:43])[N:41]=2)=[CH:9][CH:10]=1)[C:16]1[CH:21]=[CH:20][CH:19]=[CH:18][CH:17]=1. The yield is 0.0420.